From a dataset of CYP2D6 inhibition data for predicting drug metabolism from PubChem BioAssay. Regression/Classification. Given a drug SMILES string, predict its absorption, distribution, metabolism, or excretion properties. Task type varies by dataset: regression for continuous measurements (e.g., permeability, clearance, half-life) or binary classification for categorical outcomes (e.g., BBB penetration, CYP inhibition). Dataset: cyp2d6_veith. (1) The drug is C=CCSc1nc(Oc2ccccc2)c2sccc2n1. The result is 0 (non-inhibitor). (2) The molecule is Cc1cc(OC(=O)c2ccc(Cl)cc2Cl)nc(C)n1. The result is 0 (non-inhibitor). (3) The drug is NC(=O)NCCS[C@H]1CCCC[C@@H]1O. The result is 0 (non-inhibitor). (4) The result is 0 (non-inhibitor). The drug is O=c1cc(-c2ccc(O)c(O)c2)oc2cc(O)cc(O)c12. (5) The molecule is CCCN(CCC)C(=O)Cc1c(-c2ccc(Cl)cc2)nc2c(Cl)cc(Cl)cn12. The result is 0 (non-inhibitor).